This data is from NCI-60 drug combinations with 297,098 pairs across 59 cell lines. The task is: Regression. Given two drug SMILES strings and cell line genomic features, predict the synergy score measuring deviation from expected non-interaction effect. (1) Cell line: OVCAR-5. Drug 2: C1=C(C(=O)NC(=O)N1)F. Synergy scores: CSS=37.4, Synergy_ZIP=-1.45, Synergy_Bliss=-0.0852, Synergy_Loewe=-3.54, Synergy_HSA=2.05. Drug 1: CS(=O)(=O)C1=CC(=C(C=C1)C(=O)NC2=CC(=C(C=C2)Cl)C3=CC=CC=N3)Cl. (2) Drug 1: C1=NC(=NC(=O)N1C2C(C(C(O2)CO)O)O)N. Drug 2: C(CC(=O)O)C(=O)CN.Cl. Cell line: SK-OV-3. Synergy scores: CSS=23.8, Synergy_ZIP=-5.52, Synergy_Bliss=0.683, Synergy_Loewe=-3.14, Synergy_HSA=0.711. (3) Drug 1: CC(C1=C(C=CC(=C1Cl)F)Cl)OC2=C(N=CC(=C2)C3=CN(N=C3)C4CCNCC4)N. Drug 2: CC(CN1CC(=O)NC(=O)C1)N2CC(=O)NC(=O)C2. Cell line: HOP-92. Synergy scores: CSS=8.62, Synergy_ZIP=-6.91, Synergy_Bliss=-5.16, Synergy_Loewe=-7.47, Synergy_HSA=-3.51. (4) Drug 1: CN1CCC(CC1)COC2=C(C=C3C(=C2)N=CN=C3NC4=C(C=C(C=C4)Br)F)OC. Drug 2: C1=CC(=CC=C1CCCC(=O)O)N(CCCl)CCCl. Cell line: RPMI-8226. Synergy scores: CSS=55.0, Synergy_ZIP=4.24, Synergy_Bliss=4.58, Synergy_Loewe=0.393, Synergy_HSA=1.35. (5) Drug 2: C1CCC(C(C1)N)N.C(=O)(C(=O)[O-])[O-].[Pt+4]. Drug 1: CCC1(C2=C(COC1=O)C(=O)N3CC4=CC5=C(C=CC(=C5CN(C)C)O)N=C4C3=C2)O.Cl. Synergy scores: CSS=0.870, Synergy_ZIP=-0.256, Synergy_Bliss=1.18, Synergy_Loewe=0.401, Synergy_HSA=-0.369. Cell line: NCI-H322M. (6) Drug 1: C1=C(C(=O)NC(=O)N1)F. Drug 2: CC1=C(C=C(C=C1)C(=O)NC2=CC(=CC(=C2)C(F)(F)F)N3C=C(N=C3)C)NC4=NC=CC(=N4)C5=CN=CC=C5. Cell line: MCF7. Synergy scores: CSS=28.7, Synergy_ZIP=6.12, Synergy_Bliss=4.56, Synergy_Loewe=3.64, Synergy_HSA=4.34.